From a dataset of Reaction yield outcomes from USPTO patents with 853,638 reactions. Predict the reaction yield, written as a fraction of the theoretical maximum amount of product (1.0 means a 100% yield; for example, 0.34 means a 34% yield). (1) The reactants are Cl[C:2]1[C:7]([N+:8]([O-:10])=[O:9])=[CH:6][CH:5]=[CH:4][N:3]=1.[F:11][C:12]1[CH:13]=[C:14]([CH:16]=[CH:17][C:18]=1[CH3:19])[NH2:15].Cl.O. The catalyst is C(OCCO)C. The product is [F:11][C:12]1[CH:13]=[C:14]([NH:15][C:2]2[C:7]([N+:8]([O-:10])=[O:9])=[CH:6][CH:5]=[CH:4][N:3]=2)[CH:16]=[CH:17][C:18]=1[CH3:19]. The yield is 0.820. (2) The reactants are [NH2:1][C@@H:2]([CH2:8][CH3:9])[CH2:3][C:4]([O:6][CH3:7])=[O:5].[C:10]([C:14]1[CH:19]=[CH:18][C:17]([N:20]=[C:21]=[O:22])=[CH:16][CH:15]=1)([CH3:13])([CH3:12])[CH3:11]. The catalyst is C(Cl)Cl. The product is [C:10]([C:14]1[CH:19]=[CH:18][C:17]([NH:20][C:21](=[O:22])[NH:1][C@@H:2]([CH2:8][CH3:9])[CH2:3][C:4]([O:6][CH3:7])=[O:5])=[CH:16][CH:15]=1)([CH3:13])([CH3:11])[CH3:12]. The yield is 0.720. (3) The reactants are [CH2:1]([N:5]([CH2:25][CH2:26][CH2:27][CH3:28])[C:6]1[CH:11]=[CH:10][C:9]([CH:12]=[CH:13][CH:14]=[CH:15][C:16]2[S:20][C:19]([CH:21]=O)=[CH:18][CH:17]=2)=[C:8]([O:23][CH3:24])[CH:7]=1)[CH2:2][CH2:3][CH3:4].[C:29]([C:31]1[C:32](=[C:47]([C:50]#[N:51])[C:48]#[N:49])[O:33][C:34]([C:41]2[CH:46]=[CH:45][CH:44]=[CH:43][CH:42]=2)([C:37]([F:40])([F:39])[F:38])[C:35]=1[CH3:36])#[N:30]. The catalyst is C(O)C. The product is [CH2:25]([N:5]([CH2:1][CH2:2][CH2:3][CH3:4])[C:6]1[CH:11]=[CH:10][C:9]([CH:12]=[CH:13][CH:14]=[CH:15][C:16]2[S:20][C:19]([CH:21]=[CH:36][C:35]3[C:34]([C:41]4[CH:46]=[CH:45][CH:44]=[CH:43][CH:42]=4)([C:37]([F:40])([F:38])[F:39])[O:33][C:32](=[C:47]([C:50]#[N:51])[C:48]#[N:49])[C:31]=3[C:29]#[N:30])=[CH:18][CH:17]=2)=[C:8]([O:23][CH3:24])[CH:7]=1)[CH2:26][CH2:27][CH3:28]. The yield is 0.781.